Predict the reaction yield, written as a fraction of the theoretical maximum amount of product (1.0 means a 100% yield; for example, 0.34 means a 34% yield). From a dataset of Reaction yield outcomes from USPTO patents with 853,638 reactions. (1) The reactants are [O:1]1CCCO[CH:2]1[C:7]1[C:12]2[O:13][C:14](=[O:21])[C:15]3[CH2:16][NH:17][CH2:18][CH2:19][C:20]=3[C:11]=2[CH:10]=[CH:9][C:8]=1[OH:22].CCN(CC)CC.[F:30][C:31]1[CH:38]=[CH:37][C:34]([CH2:35]Br)=[CH:33][CH:32]=1. The catalyst is CN(C=O)C. The product is [F:30][C:31]1[CH:38]=[CH:37][C:34]([CH2:35][N:17]2[CH2:18][CH2:19][C:20]3[C:11]4[C:12]([O:13][C:14](=[O:21])[C:15]=3[CH2:16]2)=[C:7]([CH:2]=[O:1])[C:8]([OH:22])=[CH:9][CH:10]=4)=[CH:33][CH:32]=1. The yield is 0.490. (2) The reactants are [CH3:1][O:2][C:3]1[N:8]=[CH:7][C:6]([NH:9][C:10]2[C:15]([C:16]3[N:21]=[C:20]([CH3:22])[N:19]=[C:18](SC)[N:17]=3)=[CH:14][N:13]=[CH:12][N:11]=2)=[CH:5][CH:4]=1.[OH-].[NH4+:26]. The catalyst is O1CCOCC1. The product is [CH3:1][O:2][C:3]1[N:8]=[CH:7][C:6]([NH:9][C:10]2[C:15]([C:16]3[N:21]=[C:20]([CH3:22])[N:19]=[C:18]([NH2:26])[N:17]=3)=[CH:14][N:13]=[CH:12][N:11]=2)=[CH:5][CH:4]=1. The yield is 0.790. (3) The reactants are [Cl:1][C:2]1[C:3]([CH2:16][O:17][C:18]2[CH:27]=[C:26]3[C:21]([CH2:22][CH2:23][C:24]([CH3:29])([CH3:28])[O:25]3)=[CH:20][CH:19]=2)=[CH:4][C:5]([F:15])=[C:6]([CH:14]=1)[C:7]([O:9]C(C)(C)C)=[O:8].FC(F)(F)C(O)=O. The catalyst is C(Cl)Cl. The product is [Cl:1][C:2]1[C:3]([CH2:16][O:17][C:18]2[CH:27]=[C:26]3[C:21]([CH2:22][CH2:23][C:24]([CH3:29])([CH3:28])[O:25]3)=[CH:20][CH:19]=2)=[CH:4][C:5]([F:15])=[C:6]([CH:14]=1)[C:7]([OH:9])=[O:8]. The yield is 0.490. (4) The reactants are [OH-].[Na+].[C:3]([C:5]1[CH:10]=[CH:9][C:8]([C:11]2[CH:16]=[CH:15][N:14]=[CH:13][C:12]=2[S:17][C:18]([CH3:25])([CH3:24])[C:19]([O:21]CC)=[O:20])=[CH:7][CH:6]=1)#[N:4]. The catalyst is CO. The product is [C:3]([C:5]1[CH:6]=[CH:7][C:8]([C:11]2[CH:16]=[CH:15][N:14]=[CH:13][C:12]=2[S:17][C:18]([CH3:25])([CH3:24])[C:19]([OH:21])=[O:20])=[CH:9][CH:10]=1)#[N:4]. The yield is 0.320. (5) The reactants are [F:1][C:2]1[CH:7]=[CH:6][C:5]([CH:8]([CH3:13])[C:9]([O:11][CH3:12])=[O:10])=[CH:4][CH:3]=1.[CH3:14][Si](C)(C)[N-][Si](C)(C)C.[Li+].C(Br)[CH2:25][CH:26]([CH3:28])[CH3:27]. The catalyst is O1CCCC1. The product is [F:1][C:2]1[CH:3]=[CH:4][C:5]([C:8]([CH3:14])([CH2:13][CH2:25][CH:26]([CH3:28])[CH3:27])[C:9]([O:11][CH3:12])=[O:10])=[CH:6][CH:7]=1. The yield is 0.850. (6) The reactants are [F:1][CH:2]([CH2:12][CH2:13][C:14]1[S:15][C:16]([NH:19][C:20](=[O:28])[CH2:21][C:22]2[CH:27]=[CH:26][CH:25]=[CH:24][N:23]=2)=[N:17][N:18]=1)[CH2:3][N:4]1[CH:8]=[C:7]([C:9]([OH:11])=O)[N:6]=[N:5]1.[F:29][C:30]([F:40])([F:39])[C:31]1[CH:36]=[CH:35][N:34]=[C:33]([CH2:37][NH2:38])[CH:32]=1.CN(C(ON1N=NC2C=CC=NC1=2)=[N+](C)C)C.F[P-](F)(F)(F)(F)F.C([O-])([O-])=O.[K+].[K+]. The catalyst is CN(C=O)C. The product is [F:1][CH:2]([CH2:12][CH2:13][C:14]1[S:15][C:16]([NH:19][C:20](=[O:28])[CH2:21][C:22]2[CH:27]=[CH:26][CH:25]=[CH:24][N:23]=2)=[N:17][N:18]=1)[CH2:3][N:4]1[CH:8]=[C:7]([C:9]([NH:38][CH2:37][C:33]2[CH:32]=[C:31]([C:30]([F:40])([F:29])[F:39])[CH:36]=[CH:35][N:34]=2)=[O:11])[N:6]=[N:5]1. The yield is 0.450.